Dataset: Catalyst prediction with 721,799 reactions and 888 catalyst types from USPTO. Task: Predict which catalyst facilitates the given reaction. (1) Reactant: [Cl:1][C:2]1[C:9]([O:10][C:11]2[C:19]3[N:18]=[N:17][N:16]([CH2:20][C:21]4[C:29]5[C:24](=[N:25][CH:26]=[CH:27][CH:28]=5)[NH:23][N:22]=4)[C:15]=3[CH:14]=[CH:13][C:12]=2[Cl:30])=[CH:8][C:7]([Cl:31])=[CH:6][C:3]=1[C:4]#[N:5].[H-].[H-].[H-].[H-].[Li+].[Al+3]. Product: [Cl:1][C:2]1[C:9]([O:10][C:11]2[C:19]3[N:18]=[N:17][N:16]([CH2:20][C:21]4[C:29]5[C:24](=[N:25][CH:26]=[CH:27][CH:28]=5)[NH:23][N:22]=4)[C:15]=3[CH:14]=[CH:13][C:12]=2[Cl:30])=[CH:8][C:7]([Cl:31])=[CH:6][C:3]=1[CH2:4][NH2:5]. The catalyst class is: 1. (2) Reactant: [OH:1][CH2:2][CH2:3][N:4]1[C:8]([C:9]2[CH:14]=[CH:13][CH:12]=[CH:11][CH:10]=2)=[C:7]([CH3:15])[S:6][C:5]1=[S:16].[C:17](OC(=O)C)(=[O:19])[CH3:18]. Product: [C:17]([O:1][CH2:2][CH2:3][N:4]1[C:8]([C:9]2[CH:10]=[CH:11][CH:12]=[CH:13][CH:14]=2)=[C:7]([CH3:15])[S:6][C:5]1=[S:16])(=[O:19])[CH3:18]. The catalyst class is: 22. (3) Reactant: [Br:1][C:2]1[CH:3]=[CH:4][C:5]2[N:9]=[CH:8][N:7]([C:10]3[S:14][C:13]([C:15]([O:17][CH3:18])=[O:16])=[C:12]([O:19][Si](C(C)(C)C)(C)C)[CH:11]=3)[C:6]=2[CH:27]=1.[F-].C([N+](CCCC)(CCCC)CCCC)CCC.[NH4+].[Cl-]. Product: [Br:1][C:2]1[CH:3]=[CH:4][C:5]2[N:9]=[CH:8][N:7]([C:10]3[S:14][C:13]([C:15]([O:17][CH3:18])=[O:16])=[C:12]([OH:19])[CH:11]=3)[C:6]=2[CH:27]=1. The catalyst class is: 249.